From a dataset of Full USPTO retrosynthesis dataset with 1.9M reactions from patents (1976-2016). Predict the reactants needed to synthesize the given product. (1) Given the product [F:8][C:5]1[CH:6]=[CH:7][C:2]([C:16]2[CH:17]=[CH:18][C:13]([F:12])=[CH:14][CH:15]=2)=[C:3]([N+:9]([O-:11])=[O:10])[CH:4]=1, predict the reactants needed to synthesize it. The reactants are: Cl[C:2]1[CH:7]=[CH:6][C:5]([F:8])=[CH:4][C:3]=1[N+:9]([O-:11])=[O:10].[F:12][C:13]1[CH:18]=[CH:17][C:16](B(O)O)=[CH:15][CH:14]=1.C(=O)([O-])[O-].[Na+].[Na+].[OH-].[Na+]. (2) The reactants are: Br[C:2]1[CH:3]=[C:4]2[C:8](=[C:9]([C:11]([NH2:13])=[O:12])[CH:10]=1)[NH:7][CH:6]=[C:5]2[CH:14]1[CH2:19][CH2:18][CH2:17][S:16](=[O:21])(=[O:20])[CH2:15]1.[S:22]1[CH:26]=[CH:25][C:24](B(O)O)=[CH:23]1.C(=O)([O-])[O-].[K+].[K+]. Given the product [O:20]=[S:16]1(=[O:21])[CH2:17][CH2:18][CH2:19][CH:14]([C:5]2[C:4]3[C:8](=[C:9]([C:11]([NH2:13])=[O:12])[CH:10]=[C:2]([C:24]4[CH:25]=[CH:26][S:22][CH:23]=4)[CH:3]=3)[NH:7][CH:6]=2)[CH2:15]1, predict the reactants needed to synthesize it. (3) Given the product [CH3:6][O:7][C:8]([C@H:10]1[CH2:11][C@H:12]([O:14][C:1](=[O:3])[CH3:2])[CH2:13]1)=[O:9], predict the reactants needed to synthesize it. The reactants are: [C:1]([O-])(=[O:3])[CH3:2].[K+].[CH3:6][O:7][C:8]([C@H:10]1[CH2:13][C@@H:12]([O:14]S(C2C=CC(C)=CC=2)(=O)=O)[CH2:11]1)=[O:9].